This data is from Catalyst prediction with 721,799 reactions and 888 catalyst types from USPTO. The task is: Predict which catalyst facilitates the given reaction. Reactant: [Br:1][C:2]1[CH:3]=[CH:4][C:5]([CH2:8][CH2:9][C:10]([O:12]CC)=[O:11])=[N:6][CH:7]=1.[OH-].[Na+].C1COCC1.Cl. Product: [Br:1][C:2]1[CH:3]=[CH:4][C:5]([CH2:8][CH2:9][C:10]([OH:12])=[O:11])=[N:6][CH:7]=1. The catalyst class is: 24.